This data is from Forward reaction prediction with 1.9M reactions from USPTO patents (1976-2016). The task is: Predict the product of the given reaction. Given the reactants [N:1]12[CH2:8][CH2:7][C:4]([O:9][C:10]([NH:12][C:13]3[CH:18]=[C:17]([CH2:19][CH2:20][CH2:21][C:22]([NH:24][C:25]4[C:35]([Cl:36])=[CH:34][C:28]([C:29](OCC)=[O:30])=[C:27]([O:37][CH3:38])[CH:26]=4)=[O:23])[CH:16]=[CH:15][C:14]=3[C:39]3[CH:44]=[CH:43][CH:42]=[CH:41][CH:40]=3)=[O:11])([CH2:5][CH2:6]1)[CH2:3][CH2:2]2.[H-].[Al+3].[Li+].[H-].[H-].[H-], predict the reaction product. The product is: [N:1]12[CH2:6][CH2:5][C:4]([O:9][C:10](=[O:11])[NH:12][C:13]3[CH:18]=[C:17]([CH2:19][CH2:20][CH2:21][C:22]([NH:24][C:25]4[CH:26]=[C:27]([O:37][CH3:38])[C:28]([CH2:29][OH:30])=[CH:34][C:35]=4[Cl:36])=[O:23])[CH:16]=[CH:15][C:14]=3[C:39]3[CH:40]=[CH:41][CH:42]=[CH:43][CH:44]=3)([CH2:7][CH2:8]1)[CH2:3][CH2:2]2.